From a dataset of Forward reaction prediction with 1.9M reactions from USPTO patents (1976-2016). Predict the product of the given reaction. (1) Given the reactants C(N(CC)CC)C.[F:8][C:9]1[CH:14]=[CH:13][C:12]([C@@H:15]([CH2:20][C:21](=[O:31])[NH:22][C@H:23]([C:25]2[CH:30]=[CH:29][CH:28]=[CH:27][CH:26]=2)[CH3:24])[CH2:16][C:17](O)=[O:18])=[CH:11][CH:10]=1.ClC(OCC(C)C)=O, predict the reaction product. The product is: [C:25]1([C@@H:23]([NH:22][C:21](=[O:31])[CH2:20][C@H:15]([C:12]2[CH:11]=[CH:10][C:9]([F:8])=[CH:14][CH:13]=2)[CH2:16][CH2:17][OH:18])[CH3:24])[CH:26]=[CH:27][CH:28]=[CH:29][CH:30]=1. (2) Given the reactants [CH2:1]([C:3]1[CH:8]=[C:7]([OH:9])[CH:6]=[CH:5][C:4]=1[C:10]1[N:14]=[C:13]([C:15]2[CH:16]=[CH:17][C:18]([O:23][CH:24]([CH3:26])[CH3:25])=[C:19]([CH:22]=2)[C:20]#[N:21])[O:12][N:11]=1)[CH3:2].C(=O)([O-])[O-].[K+].[K+].Br[CH2:34][C:35]([O:37][CH2:38][CH3:39])=[O:36], predict the reaction product. The product is: [C:20]([C:19]1[CH:22]=[C:15]([C:13]2[O:12][N:11]=[C:10]([C:4]3[CH:5]=[CH:6][C:7]([O:9][CH2:34][C:35]([O:37][CH2:38][CH3:39])=[O:36])=[CH:8][C:3]=3[CH2:1][CH3:2])[N:14]=2)[CH:16]=[CH:17][C:18]=1[O:23][CH:24]([CH3:25])[CH3:26])#[N:21]. (3) Given the reactants [C:1]([O:5][C:6](=[O:23])[CH2:7][CH2:8][N:9]([CH2:20][CH:21]=O)[C:10]1[CH:15]=[CH:14][CH:13]=[C:12]([C:16]([F:19])([F:18])[F:17])[CH:11]=1)([CH3:4])([CH3:3])[CH3:2].Cl.[CH3:25][O:26][C:27](=[O:40])[C@H:28]([NH2:39])[CH2:29][CH2:30][O:31][CH2:32][C:33]1[CH:38]=[CH:37][CH:36]=[CH:35][CH:34]=1, predict the reaction product. The product is: [CH3:25][O:26][C:27](=[O:40])[C@H:28]([NH:39][CH2:21][CH2:20][N:9]([CH2:8][CH2:7][C:6]([O:5][C:1]([CH3:4])([CH3:3])[CH3:2])=[O:23])[C:10]1[CH:15]=[CH:14][CH:13]=[C:12]([C:16]([F:19])([F:18])[F:17])[CH:11]=1)[CH2:29][CH2:30][O:31][CH2:32][C:33]1[CH:38]=[CH:37][CH:36]=[CH:35][CH:34]=1. (4) Given the reactants [NH2:1][CH2:2][C:3]1[CH:24]=[CH:23][C:6]2[NH:7][C:8]([CH2:10][N:11]([CH3:22])[CH:12]3[C:21]4[N:20]=[CH:19][CH:18]=[CH:17][C:16]=4[CH2:15][CH2:14][CH2:13]3)=[N:9][C:5]=2[CH:4]=1.C(OC(=O)[NH:31][CH2:32][CH2:33][CH:34]=O)(C)(C)C.C(O)(=O)C.C(O[BH-](OC(=O)C)OC(=O)C)(=O)C.[Na+], predict the reaction product. The product is: [CH3:22][N:11]([CH2:10][C:8]1[NH:7][C:6]2[CH:23]=[CH:24][C:3]([CH2:2][NH:1][CH2:34][CH2:33][CH2:32][NH2:31])=[CH:4][C:5]=2[N:9]=1)[CH:12]1[C:21]2[N:20]=[CH:19][CH:18]=[CH:17][C:16]=2[CH2:15][CH2:14][CH2:13]1. (5) Given the reactants Cl[C:2]1[CH:7]=[C:6]([O:8][C:9]2[CH:10]=[CH:11][C:12]([NH:16][C:17]([N:19]3[CH2:23][CH2:22][N:21]([CH2:24][CH2:25][O:26][CH3:27])[C:20]3=[O:28])=[O:18])=[N:13][C:14]=2[CH3:15])[CH:5]=[CH:4][N:3]=1.[CH3:29][N:30]1[CH:34]=[C:33]([Sn](CCCC)(CCCC)CCCC)[N:32]=[CH:31]1.[F-].[K+].CCOC(C)=O, predict the reaction product. The product is: [CH3:27][O:26][CH2:25][CH2:24][N:21]1[CH2:22][CH2:23][N:19]([C:17]([NH:16][C:12]2[CH:11]=[CH:10][C:9]([O:8][C:6]3[CH:5]=[CH:4][N:3]=[C:2]([C:33]4[N:32]=[CH:31][N:30]([CH3:29])[CH:34]=4)[CH:7]=3)=[C:14]([CH3:15])[N:13]=2)=[O:18])[C:20]1=[O:28].